Dataset: Catalyst prediction with 721,799 reactions and 888 catalyst types from USPTO. Task: Predict which catalyst facilitates the given reaction. (1) Reactant: C(OC(=O)[NH:7][CH2:8][CH2:9][CH2:10][N:11]1[C:15]([C:16]2[CH:25]=[CH:24][C:23]3[C:18](=[CH:19][CH:20]=[CH:21][CH:22]=3)[CH:17]=2)=[N:14][N:13]=[C:12]1[S:26][CH2:27][CH2:28][C:29]1[C:37]2[C:32](=[CH:33][CH:34]=[CH:35][CH:36]=2)[NH:31][CH:30]=1)(C)(C)C.CO.[ClH:41]. Product: [ClH:41].[NH:31]1[C:32]2[C:37](=[CH:36][CH:35]=[CH:34][CH:33]=2)[C:29]([CH2:28][CH2:27][S:26][C:12]2[N:11]([CH2:10][CH2:9][CH2:8][NH2:7])[C:15]([C:16]3[CH:25]=[CH:24][C:23]4[C:18](=[CH:19][CH:20]=[CH:21][CH:22]=4)[CH:17]=3)=[N:14][N:13]=2)=[CH:30]1. The catalyst class is: 268. (2) Reactant: [S:1]1[CH:5]=[CH:4][CH:3]=[C:2]1[S:6]([N:9]1[CH2:14][CH2:13][CH2:12][CH2:11][CH2:10]1)(=[O:8])=[O:7].C([Li])CCC.CN(C)[C:22](=[O:24])[CH3:23]. Product: [N:9]1([S:6]([C:2]2[S:1][C:5]([C:22](=[O:24])[CH3:23])=[CH:4][CH:3]=2)(=[O:8])=[O:7])[CH2:14][CH2:13][CH2:12][CH2:11][CH2:10]1. The catalyst class is: 7. (3) Reactant: ON1C2C=CC=CC=2N=N1.[NH:11]1[CH2:15][CH2:14][CH:13]([C:16]2[C:24]3[C:19](=[CH:20][CH:21]=[CH:22][CH:23]=3)[NH:18][CH:17]=2)[CH2:12]1.CN1CCOCC1.[CH3:32][N:33]([CH3:50])[C:34]1([C:44]2[CH:49]=[CH:48][CH:47]=[CH:46][CH:45]=2)[CH2:39][CH2:38][CH:37]([CH2:40][C:41](O)=[O:42])[CH2:36][CH2:35]1.C1(N=C=NC2CCCCC2)CCCCC1.C(NC1CCCCC1)(NC1CCCCC1)=O.[OH-].[Na+]. Product: [CH3:50][N:33]([CH3:32])[C:34]1([C:44]2[CH:45]=[CH:46][CH:47]=[CH:48][CH:49]=2)[CH2:39][CH2:38][CH:37]([CH2:40][C:41]([N:11]2[CH2:15][CH2:14][CH:13]([C:16]3[C:24]4[C:19](=[CH:20][CH:21]=[CH:22][CH:23]=4)[NH:18][CH:17]=3)[CH2:12]2)=[O:42])[CH2:36][CH2:35]1. The catalyst class is: 35. (4) Reactant: C(OC(=O)NC1C2C1CN(CCO)C2)(C)(C)C.C(N(CC)CC)C.CS(Cl)(=O)=O.[CH3:30][S:31]([O:34][CH2:35][CH2:36][N:37]1[CH2:42][CH2:41][CH:40]([NH:43][C:44]([O:46][C:47]([CH3:50])([CH3:49])[CH3:48])=[O:45])[CH2:39][CH2:38]1)(=[O:33])=[O:32].S([O-])(=O)(=O)C. Product: [CH3:30][S:31]([O:34][CH2:35][CH2:36][N:37]1[CH2:38][CH:39]2[CH:41]([CH:40]2[NH:43][C:44]([O:46][C:47]([CH3:50])([CH3:49])[CH3:48])=[O:45])[CH2:42]1)(=[O:32])=[O:33]. The catalyst class is: 22. (5) Reactant: [NH2:1][C:2]1[N:3]=[C:4]([NH2:13])[C:5]2[N:11]=[C:10](Cl)[CH:9]=[CH:8][C:6]=2[N:7]=1.C([O-])([O-])=O.[K+].[K+].[Cl:20][C:21]1[CH:22]=[C:23](B(O)O)[CH:24]=[CH:25][C:26]=1[O:27][CH3:28]. Product: [NH2:1][C:2]1[N:3]=[C:4]([NH2:13])[C:5]2[N:11]=[C:10]([C:23]3[CH:24]=[CH:25][C:26]([O:27][CH3:28])=[C:21]([Cl:20])[CH:22]=3)[CH:9]=[CH:8][C:6]=2[N:7]=1. The catalyst class is: 70.